Dataset: Forward reaction prediction with 1.9M reactions from USPTO patents (1976-2016). Task: Predict the product of the given reaction. (1) The product is: [CH2:1]([C:3]1[C:4]([NH:11][C@@H:12]2[C:20]3[C:15](=[CH:16][CH:17]=[CH:18][CH:19]=3)[CH2:23][CH2:14][C@H:13]2[OH:21])=[N:5][C:6]([CH2:9][CH3:10])=[CH:7][N:8]=1)[CH3:2]. Given the reactants [CH2:1]([C:3]1[C:4]([NH:11][C@@H:12]2[C:20]3[C:15](=[CH:16][CH:17]=[CH:18][CH:19]=3)[CH2:14][C@@H:13]2[OH:21])=[N:5][C:6]([CH2:9][CH3:10])=[CH:7][N:8]=1)[CH3:2].N[C@@H:23]1C2C(=CC=CC=2)CC[C@H]1O, predict the reaction product. (2) Given the reactants [O:1]1[C:3]2([CH2:7][CH2:6][CH2:5][CH2:4]2)[CH2:2]1.[NH2:8][C:9]1[CH:10]=[C:11]([CH:15]([OH:19])[CH2:16][C:17]#[N:18])[CH:12]=[CH:13][CH:14]=1, predict the reaction product. The product is: [OH:19][CH:15]([C:11]1[CH:12]=[CH:13][CH:14]=[C:9]([NH:8][CH2:2][C:3]2([OH:1])[CH2:7][CH2:6][CH2:5][CH2:4]2)[CH:10]=1)[CH2:16][C:17]#[N:18]. (3) Given the reactants [OH:1][CH2:2][CH:3]([NH:10][C:11]([C@@H:13]1[CH2:15][C@@H:14]1[C:16]1[CH:21]=[CH:20][C:19]([O:22]C)=[CH:18][CH:17]=1)=[O:12])[C:4]1[CH:9]=[CH:8][CH:7]=[CH:6][CH:5]=1.B(Br)(Br)Br, predict the reaction product. The product is: [OH:22][C:19]1[CH:18]=[CH:17][C:16]([C@H:14]2[CH2:15][C@H:13]2[C:11]([NH:10][CH:3]([C:4]2[CH:5]=[CH:6][CH:7]=[CH:8][CH:9]=2)[CH2:2][OH:1])=[O:12])=[CH:21][CH:20]=1. (4) Given the reactants [Cl:1][C:2]1[C:3]2[C:10]([I:11])=[CH:9][N:8]([CH2:12][C@H:13]([NH:17][C:18](=[O:24])[O:19][C:20]([CH3:23])([CH3:22])[CH3:21])[CH2:14][CH:15]=[CH2:16])[C:4]=2[N:5]=[CH:6][N:7]=1.Cl[C:26]1C2C(I)=CN(C[C@H](NC(=O)OC(C)(C)C)C=C)C=2N=CN=1, predict the reaction product. The product is: [Cl:1][C:2]1[C:3]2[C:10]([I:11])=[CH:9][N:8]([CH2:12][C@H:13]([N:17]([CH3:26])[C:18](=[O:24])[O:19][C:20]([CH3:23])([CH3:22])[CH3:21])[CH2:14][CH:15]=[CH2:16])[C:4]=2[N:5]=[CH:6][N:7]=1. (5) Given the reactants [NH2:1][C:2]1[CH:6]=[C:5]([C:7]([CH3:11])([CH3:10])[CH2:8][OH:9])[N:4]([CH3:12])[N:3]=1.Br[C:14]1[CH:19]=[C:18]([N:20]2[CH2:24][CH2:23][C@:22]([CH:27]3[CH2:29][CH2:28]3)([C:25]#[N:26])[C:21]2=[O:30])[CH:17]=[CH:16][N:15]=1.C(=O)([O-])[O-].[K+].[K+].C1(P(C2C=CC=CC=2)C2C3OC4C(=CC=CC=4P(C4C=CC=CC=4)C4C=CC=CC=4)C(C)(C)C=3C=CC=2)C=CC=CC=1.C(=O)(O)[O-].[Na+], predict the reaction product. The product is: [CH:27]1([C@:22]2([C:25]#[N:26])[CH2:23][CH2:24][N:20]([C:18]3[CH:17]=[CH:16][N:15]=[C:14]([NH:1][C:2]4[CH:6]=[C:5]([C:7]([CH3:10])([CH3:11])[CH2:8][OH:9])[N:4]([CH3:12])[N:3]=4)[CH:19]=3)[C:21]2=[O:30])[CH2:29][CH2:28]1. (6) Given the reactants C[O:2][C:3]1[CH:27]=[CH:26][C:6]2[C:7]([CH2:20][CH2:21][CH2:22][CH2:23][CH2:24][OH:25])=[C:8]([C:12]3[CH:17]=[CH:16][CH:15]=[C:14]([O:18]C)[CH:13]=3)[CH2:9][CH2:10][CH2:11][C:5]=2[CH:4]=1.C[S-].[Na+], predict the reaction product. The product is: [OH:25][CH2:24][CH2:23][CH2:22][CH2:21][CH2:20][C:7]1[C:6]2[CH:26]=[CH:27][C:3]([OH:2])=[CH:4][C:5]=2[CH2:11][CH2:10][CH2:9][C:8]=1[C:12]1[CH:17]=[CH:16][CH:15]=[C:14]([OH:18])[CH:13]=1.